This data is from Catalyst prediction with 721,799 reactions and 888 catalyst types from USPTO. The task is: Predict which catalyst facilitates the given reaction. Reactant: [OH:1][C:2]1[CH:10]=[C:9]([CH3:11])[CH:8]=[CH:7][C:3]=1[C:4]([OH:6])=O.[F:12][C:13]1[CH:14]=[N:15][C:16]([O:28][C:29]2[CH:34]=[CH:33][CH:32]=[C:31]([S:35][CH3:36])[CH:30]=2)=[C:17]([CH:27]=1)[C:18]([NH:20][CH:21]1[CH2:26][CH2:25][NH:24][CH2:23][CH2:22]1)=[O:19].ON1C2C=CC=CC=2N=N1.CN1CCOCC1.Cl.CN(C)CCCN=C=NCC. Product: [F:12][C:13]1[CH:14]=[N:15][C:16]([O:28][C:29]2[CH:34]=[CH:33][CH:32]=[C:31]([S:35][CH3:36])[CH:30]=2)=[C:17]([CH:27]=1)[C:18]([NH:20][CH:21]1[CH2:22][CH2:23][N:24]([C:4](=[O:6])[C:3]2[CH:7]=[CH:8][C:9]([CH3:11])=[CH:10][C:2]=2[OH:1])[CH2:25][CH2:26]1)=[O:19]. The catalyst class is: 4.